Task: Binary Classification. Given a T-cell receptor sequence (or CDR3 region) and an epitope sequence, predict whether binding occurs between them.. Dataset: TCR-epitope binding with 47,182 pairs between 192 epitopes and 23,139 TCRs (1) The epitope is FLNRFTTTL. The TCR CDR3 sequence is CASSYWQGELFF. Result: 0 (the TCR does not bind to the epitope). (2) The epitope is FLNGSCGSV. The TCR CDR3 sequence is CASSLHSVNTGELFF. Result: 0 (the TCR does not bind to the epitope). (3) The epitope is LLLGIGILV. The TCR CDR3 sequence is CASGPGGVGQPQHF. Result: 1 (the TCR binds to the epitope). (4) The epitope is HSKKKCDEL. The TCR CDR3 sequence is CASSRRGAATSTDTQYF. Result: 1 (the TCR binds to the epitope). (5) The epitope is TLIGDCATV. The TCR CDR3 sequence is CASSLFRAEGGYTF. Result: 1 (the TCR binds to the epitope).